Dataset: Full USPTO retrosynthesis dataset with 1.9M reactions from patents (1976-2016). Task: Predict the reactants needed to synthesize the given product. The reactants are: [H-].[Na+].[CH2:3]([OH:6])[CH2:4][OH:5].Cl[C:8]1[C:9]2[C:16]([C:17]3[CH:22]=[CH:21][C:20]([O:23][CH3:24])=[CH:19][CH:18]=3)=[C:15]([C:25]3[CH:30]=[CH:29][CH:28]=[CH:27][CH:26]=3)[O:14][C:10]=2[N:11]=[CH:12][N:13]=1. Given the product [CH3:24][O:23][C:20]1[CH:19]=[CH:18][C:17]([C:16]2[C:9]3[C:8]([O:5][CH2:4][CH2:3][OH:6])=[N:13][CH:12]=[N:11][C:10]=3[O:14][C:15]=2[C:25]2[CH:26]=[CH:27][CH:28]=[CH:29][CH:30]=2)=[CH:22][CH:21]=1, predict the reactants needed to synthesize it.